This data is from Peptide-MHC class I binding affinity with 185,985 pairs from IEDB/IMGT. The task is: Regression. Given a peptide amino acid sequence and an MHC pseudo amino acid sequence, predict their binding affinity value. This is MHC class I binding data. (1) The peptide sequence is ARPKRWLLI. The MHC is HLA-A02:01 with pseudo-sequence HLA-A02:01. The binding affinity (normalized) is 0. (2) The peptide sequence is LPEAYQWHI. The MHC is HLA-B15:01 with pseudo-sequence HLA-B15:01. The binding affinity (normalized) is 0.0847.